Dataset: Full USPTO retrosynthesis dataset with 1.9M reactions from patents (1976-2016). Task: Predict the reactants needed to synthesize the given product. (1) Given the product [Cl:1][C:2]1[C:7]([O:8][CH3:9])=[CH:6][C:5]([O:10][CH3:11])=[C:4]([Cl:12])[C:3]=1[C:13]1[N:18]=[C:17]2[NH:19][N:20]=[C:21]([C:31]3[CH:32]=[C:33]4[C:38](=[CH:39][CH:40]=3)[C:37](=[O:41])[NH:36][CH2:35][CH2:34]4)[C:16]2=[CH:15][N:14]=1, predict the reactants needed to synthesize it. The reactants are: [Cl:1][C:2]1[C:7]([O:8][CH3:9])=[CH:6][C:5]([O:10][CH3:11])=[C:4]([Cl:12])[C:3]=1[C:13]1[N:18]=[C:17]2[NH:19][N:20]=[C:21](I)[C:16]2=[CH:15][N:14]=1.CC1(C)C(C)(C)OB([C:31]2[CH:32]=[C:33]3[C:38](=[CH:39][CH:40]=2)[C:37](=[O:41])[NH:36][CH2:35][CH2:34]3)O1.C(=O)([O-])[O-].[Na+].[Na+]. (2) The reactants are: [NH:1]1[CH2:4][CH:3]([CH2:5][C:6]2[N:7]([CH3:32])[C:8]3[C:13]([N:14]=2)=[C:12]([N:15]2[CH2:20][CH2:19][O:18][CH2:17][CH2:16]2)[N:11]=[C:10]([N:21]2[C:25]4[CH:26]=[CH:27][CH:28]=[CH:29][C:24]=4[N:23]=[C:22]2[CH2:30][CH3:31])[N:9]=3)[CH2:2]1.Br[CH2:34][C:35]([NH2:37])=[O:36]. Given the product [CH2:30]([C:22]1[N:21]([C:10]2[N:9]=[C:8]3[C:13]([N:14]=[C:6]([CH2:5][CH:3]4[CH2:2][N:1]([CH2:34][C:35]([NH2:37])=[O:36])[CH2:4]4)[N:7]3[CH3:32])=[C:12]([N:15]3[CH2:20][CH2:19][O:18][CH2:17][CH2:16]3)[N:11]=2)[C:25]2[CH:26]=[CH:27][CH:28]=[CH:29][C:24]=2[N:23]=1)[CH3:31], predict the reactants needed to synthesize it. (3) Given the product [O:27]=[S:25]1(=[O:29])[CH2:5][CH2:6][N:1]([C:7]([O:9][C:10]([CH3:12])([CH3:11])[CH3:13])=[O:8])[CH2:2][CH2:3]1, predict the reactants needed to synthesize it. The reactants are: [N:1]1([C:7]([O:9][C:10]([CH3:13])([CH3:12])[CH3:11])=[O:8])[CH2:6][CH2:5]S[CH2:3][CH2:2]1.ClC1C=CC=C(C(OO)=O)C=1.[S:25]([O-:29])([O-])(=[O:27])=S.[Na+].[Na+].C(N(CC)CC)C.C(OC([O-])=O)(OC(OC(C)(C)C)=O)=O. (4) Given the product [Br:1][C:2]1[CH:3]=[C:4]([O:13][CH3:15])[C:5]([N+:9]([O-:11])=[O:10])=[C:6]([F:8])[CH:7]=1, predict the reactants needed to synthesize it. The reactants are: [Br:1][C:2]1[CH:3]=[C:4](F)[C:5]([N+:9]([O-:11])=[O:10])=[C:6]([F:8])[CH:7]=1.[OH-:13].[K+].[CH3:15]O. (5) Given the product [F:95][C:69]([F:68])([F:94])[S:70]([O:73][C:74]([C@H:76]([CH3:93])[CH2:77][C@@H:78]1[O:83][C@@:82]2([CH2:91][I:92])[CH2:84][C@H:85]([CH2:87][CH2:88][CH:89]([OH:90])/[CH:11]=[CH:10]/[C@@H:9]([C@@H:13]3[O:18][C@H:17]4[CH2:19][CH2:20][C@H:21]([CH2:23][CH2:24][O:25][Si:26]([CH2:31][CH3:32])([CH2:29][CH3:30])[CH2:27][CH3:28])[O:22][C@@H:16]4[C@H:15]([O:33][Si:34]([C:37]([CH3:40])([CH3:39])[CH3:38])([CH3:36])[CH3:35])[C@@H:14]3[O:41][Si:42]([C:45]([CH3:46])([CH3:47])[CH3:48])([CH3:43])[CH3:44])[O:8][Si:1]([C:4]([CH3:5])([CH3:6])[CH3:7])([CH3:3])[CH3:2])[O:86][C@H:81]2[CH2:80][CH2:79]1)=[CH2:75])(=[O:72])=[O:71], predict the reactants needed to synthesize it. The reactants are: [Si:1]([O:8][C@H:9]([C@@H:13]1[O:18][C@H:17]2[CH2:19][CH2:20][C@H:21]([CH2:23][CH2:24][O:25][Si:26]([CH2:31][CH3:32])([CH2:29][CH3:30])[CH2:27][CH3:28])[O:22][C@@H:16]2[C@H:15]([O:33][Si:34]([C:37]([CH3:40])([CH3:39])[CH3:38])([CH3:36])[CH3:35])[C@@H:14]1[O:41][Si:42]([C:45]([CH3:48])([CH3:47])[CH3:46])([CH3:44])[CH3:43])/[CH:10]=[CH:11]/I)([C:4]([CH3:7])([CH3:6])[CH3:5])([CH3:3])[CH3:2].[Li]CCCC.CCCCCC.CCOCC.[Mg+2].[Br-].[Br-].[F:68][C:69]([F:95])([F:94])[S:70]([O:73][C:74]([C@H:76]([CH3:93])[CH2:77][C@@H:78]1[O:83][C@@:82]2([CH2:91][I:92])[CH2:84][C@H:85]([CH2:87][CH2:88][CH:89]=[O:90])[O:86][C@H:81]2[CH2:80][CH2:79]1)=[CH2:75])(=[O:72])=[O:71]. (6) Given the product [F:13][C:10]1[CH:11]=[CH:12][C:7]([C:5]2[S:6][C:2]([C:26]3[CH:27]=[CH:28][N:23]=[CH:24][CH:25]=3)=[C:3]([C:14]3[CH:15]=[C:16]([O:21][CH3:22])[C:17]([NH2:20])=[N:18][CH:19]=3)[N:4]=2)=[CH:8][CH:9]=1, predict the reactants needed to synthesize it. The reactants are: Br[C:2]1[S:6][C:5]([C:7]2[CH:12]=[CH:11][C:10]([F:13])=[CH:9][CH:8]=2)=[N:4][C:3]=1[C:14]1[CH:15]=[C:16]([O:21][CH3:22])[C:17]([NH2:20])=[N:18][CH:19]=1.[N:23]1[CH:28]=[CH:27][C:26](B(O)O)=[CH:25][CH:24]=1.C([O-])([O-])=O.[Na+].[Na+]. (7) Given the product [CH3:24][C:22]1[N:23]=[C:18]2[CH:17]=[CH:16][C:15]([N:12]3[CH:13]=[CH:14][C:9]([OH:8])=[CH:10][C:11]3=[O:26])=[CH:20][N:19]2[C:21]=1[CH3:25], predict the reactants needed to synthesize it. The reactants are: C([O:8][C:9]1[CH:14]=[CH:13][N:12]([C:15]2[CH:16]=[CH:17][C:18]3[N:19]([C:21]([CH3:25])=[C:22]([CH3:24])[N:23]=3)[CH:20]=2)[C:11](=[O:26])[CH:10]=1)C1C=CC=CC=1.C1(OC)C=CC=CC=1. (8) Given the product [C:31]([O:30][C:28]([N:25]1[CH2:26][CH2:27][CH:22]([CH2:21][N:11]2[CH:12]=[N:13][C:9]([C@:7]([CH:1]3[CH2:2][CH2:3][CH2:4][CH2:5][CH2:6]3)([OH:8])[C:14]3[CH:19]=[CH:18][CH:17]=[CH:16][CH:15]=3)=[N:10]2)[CH2:23][CH2:24]1)=[O:29])([CH3:34])([CH3:32])[CH3:33], predict the reactants needed to synthesize it. The reactants are: [CH:1]1([C@@:7]([C:14]2[CH:19]=[CH:18][CH:17]=[CH:16][CH:15]=2)([C:9]2[N:13]=[CH:12][NH:11][N:10]=2)[OH:8])[CH2:6][CH2:5][CH2:4][CH2:3][CH2:2]1.Br[CH2:21][CH:22]1[CH2:27][CH2:26][N:25]([C:28]([O:30][C:31]([CH3:34])([CH3:33])[CH3:32])=[O:29])[CH2:24][CH2:23]1.C(=O)([O-])[O-].[Cs+].[Cs+]. (9) Given the product [C:1]([O:5][C:6]([N:8]1[CH2:13][CH2:12][CH:11]([NH:14][S:15]([C:18]2[C:27]3[C:22](=[CH:23][CH:24]=[CH:25][CH:26]=3)[C:21]([C:29]#[N:30])=[CH:20][CH:19]=2)(=[O:17])=[O:16])[CH2:10][CH2:9]1)=[O:7])([CH3:4])([CH3:3])[CH3:2], predict the reactants needed to synthesize it. The reactants are: [C:1]([O:5][C:6]([N:8]1[CH2:13][CH2:12][CH:11]([NH:14][S:15]([C:18]2[C:27]3[C:22](=[CH:23][CH:24]=[CH:25][CH:26]=3)[C:21](F)=[CH:20][CH:19]=2)(=[O:17])=[O:16])[CH2:10][CH2:9]1)=[O:7])([CH3:4])([CH3:3])[CH3:2].[C-:29]#[N:30].CO. (10) The reactants are: [C:1]1([CH:7]([CH3:18])[CH2:8][C:9]([O:11]C2C=CC=CC=2)=O)[CH:6]=[CH:5][CH:4]=[CH:3][CH:2]=1.[C:19]1(C)[CH:24]=[CH:23][CH:22]=[CH:21][CH:20]=1.[OH2:26]. Given the product [OH:26][C:19]1[CH:24]=[CH:23][CH:22]=[CH:21][C:20]=1[C:9](=[O:11])[CH2:8][CH:7]([C:1]1[CH:2]=[CH:3][CH:4]=[CH:5][CH:6]=1)[CH3:18], predict the reactants needed to synthesize it.